From a dataset of Catalyst prediction with 721,799 reactions and 888 catalyst types from USPTO. Predict which catalyst facilitates the given reaction. (1) Reactant: [I:1][C:2]1[CH:7]=[CH:6][C:5]([CH2:8][CH2:9][NH2:10])=[CH:4][CH:3]=1.[C:11]1(=O)[O:16][C:14](=[O:15])[C:13]2=[CH:17][CH:18]=[CH:19][CH:20]=[C:12]12. Product: [I:1][C:2]1[CH:7]=[CH:6][C:5]([CH2:8][CH2:9][N:10]2[C:14](=[O:15])[C:13]3[C:12](=[CH:20][CH:19]=[CH:18][CH:17]=3)[C:11]2=[O:16])=[CH:4][CH:3]=1. The catalyst class is: 15. (2) Reactant: [CH3:1][C:2]1[C:6]([C:7]2[C:16]3[O:15][CH2:14][C:13]([CH2:23][NH:24]C(=O)C)([C:17]4[CH:22]=[CH:21][CH:20]=[CH:19][N:18]=4)[N:12]4[C:28](=[O:30])[NH:29][C:10]([C:11]=34)=[CH:9][CH:8]=2)=[C:5]([CH3:31])[O:4][N:3]=1.Cl. Product: [NH2:24][CH2:23][C:13]1([C:17]2[CH:22]=[CH:21][CH:20]=[CH:19][N:18]=2)[N:12]2[C:28](=[O:30])[NH:29][C:10]3=[CH:9][CH:8]=[C:7]([C:6]4[C:2]([CH3:1])=[N:3][O:4][C:5]=4[CH3:31])[C:16](=[C:11]23)[O:15][CH2:14]1. The catalyst class is: 30. (3) Reactant: [Cl:1][C:2]1[CH:7]=[CH:6][C:5]([N:8]2[C:13](=[O:14])[CH:12]=[C:11]([NH:15][C:16]3[CH:21]=[CH:20][C:19]([O:22][CH3:23])=[CH:18][CH:17]=3)[C:10]([C:24](OC)=[O:25])=[N:9]2)=[CH:4][CH:3]=1.O.[NH2:29][NH2:30]. Product: [Cl:1][C:2]1[CH:3]=[CH:4][C:5]([N:8]2[C:13](=[O:14])[CH:12]=[C:11]([NH:15][C:16]3[CH:17]=[CH:18][C:19]([O:22][CH3:23])=[CH:20][CH:21]=3)[C:10]([C:24]([NH:29][NH2:30])=[O:25])=[N:9]2)=[CH:6][CH:7]=1. The catalyst class is: 14. (4) Reactant: [C:1]([NH:4][C:5]1[CH:10]=[CH:9][C:8]([S:11](Cl)(=[O:13])=[O:12])=[CH:7][CH:6]=1)(=[O:3])[CH3:2].[CH3:15][N:16]([CH3:20])[CH2:17][CH2:18][NH2:19]. Product: [CH3:15][N:16]([CH3:20])[CH2:17][CH2:18][NH:19][S:11]([C:8]1[CH:9]=[CH:10][C:5]([NH:4][C:1](=[O:3])[CH3:2])=[CH:6][CH:7]=1)(=[O:13])=[O:12]. The catalyst class is: 4. (5) Reactant: CO[C:3]([C:5]1([N:14]([OH:27])[C:15](=[O:26])[CH2:16][C:17]2[C:22]([CH3:23])=[CH:21][C:20]([CH3:24])=[CH:19][C:18]=2[CH3:25])[CH2:10][CH2:9][N:8]([N:11]([CH3:13])[CH3:12])[CH2:7][CH2:6]1)=[O:4].[H-].[Na+].Br[CH2:31][CH2:32][O:33][CH3:34].C[O-].[Na+].[Cl-].[NH4+].Cl. Product: [CH3:12][N:11]([CH3:13])[N:8]1[CH2:7][CH2:6][C:5]2([N:14]([O:27][CH2:31][CH2:32][O:33][CH3:34])[C:15](=[O:26])[CH:16]([C:17]3[C:22]([CH3:23])=[CH:21][C:20]([CH3:24])=[CH:19][C:18]=3[CH3:25])[C:3]2=[O:4])[CH2:10][CH2:9]1. The catalyst class is: 9. (6) Reactant: [CH3:1][O:2][C:3](=[O:16])[CH2:4][O:5][C:6]1[CH:11]=[CH:10][C:9]([OH:12])=[CH:8][C:7]=1[N+:13]([O-:15])=[O:14].C(=O)([O-])[O-].[K+].[K+].[Br:23][CH2:24][CH2:25]Br. Product: [CH3:1][O:2][C:3](=[O:16])[CH2:4][O:5][C:6]1[CH:11]=[CH:10][C:9]([O:12][CH2:25][CH2:24][Br:23])=[CH:8][C:7]=1[N+:13]([O-:15])=[O:14]. The catalyst class is: 3.